Dataset: Catalyst prediction with 721,799 reactions and 888 catalyst types from USPTO. Task: Predict which catalyst facilitates the given reaction. (1) Reactant: C(NC(C)C)(C)C.C([Li])CCC.[C:13]([NH:17][S:18]([CH3:21])(=[O:20])=[O:19])([CH3:16])([CH3:15])[CH3:14].Br[CH2:23][CH2:24][CH2:25][O:26][Si:27]([C:30]([CH3:33])([CH3:32])[CH3:31])([CH3:29])[CH3:28]. Product: [C:13]([NH:17][S:18]([CH2:21][CH2:23][CH2:24][CH2:25][O:26][Si:27]([C:30]([CH3:31])([CH3:33])[CH3:32])([CH3:28])[CH3:29])(=[O:20])=[O:19])([CH3:16])([CH3:15])[CH3:14]. The catalyst class is: 188. (2) Reactant: [I-:1].[Na+].[C:3]([O:7][C:8](=[O:17])[C:9]1[CH:14]=[CH:13][C:12]([CH2:15]Cl)=[CH:11][CH:10]=1)([CH3:6])([CH3:5])[CH3:4]. Product: [C:3]([O:7][C:8](=[O:17])[C:9]1[CH:14]=[CH:13][C:12]([CH2:15][I:1])=[CH:11][CH:10]=1)([CH3:6])([CH3:5])[CH3:4]. The catalyst class is: 21. (3) Reactant: Cl.[CH3:2][C:3]1[C:7]([CH2:8][N:9]2[CH:13]=[C:12]([NH2:14])[CH:11]=[N:10]2)=[C:6]([CH3:15])[O:5][N:4]=1.[OH:16][C:17]1[CH:18]=[C:19]([CH:23]=[C:24]([O:27][CH3:28])[C:25]=1[OH:26])[C:20](O)=[O:21].C1C=CC2N(O)N=NC=2C=1.C(Cl)CCl.C(N(CC)CC)C. Product: [CH3:2][C:3]1[C:7]([CH2:8][N:9]2[CH:13]=[C:12]([NH:14][C:20](=[O:21])[C:19]3[CH:23]=[C:24]([O:27][CH3:28])[C:25]([OH:26])=[C:17]([OH:16])[CH:18]=3)[CH:11]=[N:10]2)=[C:6]([CH3:15])[O:5][N:4]=1. The catalyst class is: 3. (4) Reactant: [CH2:1]([O:8][C:9]1[CH:21]=[CH:20][C:12]([C:13]([NH:15][CH2:16][C:17](O)=[O:18])=[O:14])=[CH:11][C:10]=1[C:22]([CH3:25])([CH3:24])[CH3:23])[C:2]1[CH:7]=[CH:6][CH:5]=[CH:4][CH:3]=1.[NH2:26][C@H:27]1[CH2:33][CH2:32][C@@H:31]2[CH2:34][C@H:28]1[C:29](=[O:42])[N:30]2C(OC(C)(C)C)=O.CN([P+](ON1N=NC2C=CC=CC1=2)(N(C)C)N(C)C)C.F[P-](F)(F)(F)(F)F.CN1CCOCC1. Product: [CH2:1]([O:8][C:9]1[CH:21]=[CH:20][C:12]([C:13]([NH:15][CH2:16][C:17](=[O:18])[NH:26][C@H:27]2[CH2:33][CH2:32][C@@H:31]3[CH2:34][C@H:28]2[C:29](=[O:42])[NH:30]3)=[O:14])=[CH:11][C:10]=1[C:22]([CH3:25])([CH3:24])[CH3:23])[C:2]1[CH:3]=[CH:4][CH:5]=[CH:6][CH:7]=1. The catalyst class is: 329. (5) Reactant: [H-].[Na+].[NH2:3]/[C:4](/[C:11]([F:14])([F:13])[F:12])=[CH:5]\[C:6]([O:8]CC)=O.[Cl:15][C:16]1[C:25]2[C:20](=[CH:21][CH:22]=[CH:23][CH:24]=2)[C:19]([N:26]=[C:27]=[O:28])=[CH:18][CH:17]=1.[CH3:29]I. Product: [Cl:15][C:16]1[C:25]2[C:20](=[CH:21][CH:22]=[CH:23][CH:24]=2)[C:19]([N:26]2[C:6](=[O:8])[CH:5]=[C:4]([C:11]([F:12])([F:13])[F:14])[N:3]([CH3:29])[C:27]2=[O:28])=[CH:18][CH:17]=1. The catalyst class is: 885. (6) Reactant: [N+:1]([C:4]1[CH:5]=[N:6][N:7]([S:9]([C:12]2[CH:17]=[CH:16][CH:15]=[CH:14][CH:13]=2)(=[O:11])=[O:10])[CH:8]=1)([O-])=O. Product: [C:12]1([S:9]([N:7]2[CH:8]=[C:4]([NH2:1])[CH:5]=[N:6]2)(=[O:10])=[O:11])[CH:17]=[CH:16][CH:15]=[CH:14][CH:13]=1. The catalyst class is: 19.